From a dataset of Catalyst prediction with 721,799 reactions and 888 catalyst types from USPTO. Predict which catalyst facilitates the given reaction. (1) Reactant: [H-].[H-].[H-].[H-].[Li+].[Al+3].[F:7][C:8]1[CH:9]=[C:10]([CH:15]2[NH:20][C:19](=O)[CH2:18][O:17][CH2:16]2)[CH:11]=[CH:12][C:13]=1[F:14]. Product: [F:7][C:8]1[CH:9]=[C:10]([CH:15]2[NH:20][CH2:19][CH2:18][O:17][CH2:16]2)[CH:11]=[CH:12][C:13]=1[F:14]. The catalyst class is: 332. (2) Reactant: [OH:1][C:2]1[CH:9]=[CH:8][C:5]([CH:6]=[O:7])=[CH:4][CH:3]=1.Cl[CH2:11][CH2:12][CH2:13][CH2:14][CH2:15][CH2:16][OH:17].C(=O)([O-])[O-].[K+].[K+].[I-].[K+]. Product: [OH:17][CH2:16][CH2:15][CH2:14][CH2:13][CH2:12][CH2:11][O:1][C:2]1[CH:9]=[CH:8][C:5]([CH:6]=[O:7])=[CH:4][CH:3]=1. The catalyst class is: 179. (3) Reactant: Cl[CH2:2][C:3]([N:5]1[CH2:10][CH2:9][N:8]([S:11]([C:14]2[CH:23]=[CH:22][C:21]3[C:16](=[CH:17][CH:18]=[CH:19][CH:20]=3)[CH:15]=2)(=[O:13])=[O:12])[CH2:7][CH2:6]1)=[O:4].[CH3:24][O:25][C:26]([C:28]1[CH:38]=[CH:37][C:31]([O:32]CC(O)=O)=[CH:30][CH:29]=1)=[O:27].CCN(C(C)C)C(C)C.CN(C(ON1N=NC2C=CC=NC1=2)=[N+](C)C)C.F[P-](F)(F)(F)(F)F. Product: [CH:15]1[C:16]2[C:21](=[CH:20][CH:19]=[CH:18][CH:17]=2)[CH:22]=[CH:23][C:14]=1[S:11]([N:8]1[CH2:9][CH2:10][N:5]([C:3](=[O:4])[CH2:2][O:32][C:31]2[CH:30]=[CH:29][C:28]([C:26]([O:25][CH3:24])=[O:27])=[CH:38][CH:37]=2)[CH2:6][CH2:7]1)(=[O:13])=[O:12]. The catalyst class is: 2.